From a dataset of Full USPTO retrosynthesis dataset with 1.9M reactions from patents (1976-2016). Predict the reactants needed to synthesize the given product. (1) Given the product [C:17]([C:9]1[C:10]2[C:5](=[CH:4][C:3]([O:2][CH3:1])=[C:12]([CH3:13])[CH:11]=2)[C:6]([CH3:16])([CH3:15])[CH2:7][CH:8]=1)([CH3:20])([CH3:19])[CH3:18], predict the reactants needed to synthesize it. The reactants are: [CH3:1][O:2][C:3]1[CH:4]=[C:5]2[C:10](=[CH:11][C:12]=1[CH3:13])[C:9](=O)[CH2:8][CH2:7][C:6]2([CH3:16])[CH3:15].[C:17]([Mg]Cl)([CH3:20])([CH3:19])[CH3:18]. (2) The reactants are: OC(C(F)(F)F)=O.[CH:8]([N:11]1[C:15]([C:16]2[S:17][C:18]3[CH2:19][CH2:20][O:21][C:22]4[CH:29]=[C:28]([CH:30]5[CH2:35][CH2:34][NH:33][CH2:32][CH2:31]5)[CH:27]=[CH:26][C:23]=4[C:24]=3[N:25]=2)=[N:14][CH:13]=[N:12]1)([CH3:10])[CH3:9].[CH3:36][O:37][CH2:38][CH2:39]Br.C(=O)([O-])[O-].[K+].[K+]. Given the product [CH:8]([N:11]1[C:15]([C:16]2[S:17][C:18]3[CH2:19][CH2:20][O:21][C:22]4[CH:29]=[C:28]([CH:30]5[CH2:35][CH2:34][N:33]([CH2:39][CH2:38][O:37][CH3:36])[CH2:32][CH2:31]5)[CH:27]=[CH:26][C:23]=4[C:24]=3[N:25]=2)=[N:14][CH:13]=[N:12]1)([CH3:10])[CH3:9], predict the reactants needed to synthesize it. (3) The reactants are: BrC1C([C@H](NC(=O)CN2C3CCCCC=3C(C(F)(F)F)=N2)CC2C=C(F)C=C(F)C=2)=NC([NH:8][CH2:9][CH2:10][O:11][CH3:12])=NC=1.[Br:40][C:41]1[C:42]([C@@H:51]([NH:61][C:62](=[O:80])[CH2:63][N:64]2[C:72]3[C:71]([F:74])([F:73])[CH2:70][CH2:69][C:68]([F:76])([F:75])[C:67]=3[C:66]([CH:77]([F:79])[F:78])=[N:65]2)[CH2:52][C:53]2[CH:58]=[C:57]([F:59])[CH:56]=[C:55]([F:60])[CH:54]=2)=[N:43][C:44](S(C)(=O)=O)=[N:45][CH:46]=1. Given the product [Br:40][C:41]1[C:42]([C@@H:51]([NH:61][C:62](=[O:80])[CH2:63][N:64]2[C:72]3[C:71]([F:74])([F:73])[CH2:70][CH2:69][C:68]([F:76])([F:75])[C:67]=3[C:66]([CH:77]([F:79])[F:78])=[N:65]2)[CH2:52][C:53]2[CH:58]=[C:57]([F:59])[CH:56]=[C:55]([F:60])[CH:54]=2)=[N:43][C:44]([NH:8][CH2:9][CH2:10][O:11][CH3:12])=[N:45][CH:46]=1, predict the reactants needed to synthesize it. (4) The reactants are: [H-].[Na+].[CH3:3][C:4]1[CH:9]=[CH:8][CH:7]=[C:6]([CH3:10])[C:5]=1[C:11]1[CH:16]=[CH:15][CH:14]=[C:13]([CH2:17][OH:18])[CH:12]=1.Cl[C:20]1[CH:27]=[CH:26][C:23]([C:24]#[N:25])=[CH:22][N:21]=1. Given the product [CH3:10][C:6]1[CH:7]=[CH:8][CH:9]=[C:4]([CH3:3])[C:5]=1[C:11]1[CH:16]=[CH:15][CH:14]=[C:13]([CH2:17][O:18][C:20]2[CH:27]=[CH:26][C:23]([C:24]#[N:25])=[CH:22][N:21]=2)[CH:12]=1, predict the reactants needed to synthesize it. (5) Given the product [CH2:1]([N:8]1[CH2:13][CH:12]2[CH:10]([CH:11]2[CH2:14][NH2:15])[CH2:9]1)[C:2]1[CH:3]=[CH:4][CH:5]=[CH:6][CH:7]=1, predict the reactants needed to synthesize it. The reactants are: [CH2:1]([N:8]1[CH2:13][CH:12]2[CH:10]([CH:11]2[CH:14]=[N:15]O)[CH2:9]1)[C:2]1[CH:7]=[CH:6][CH:5]=[CH:4][CH:3]=1.[H-].[H-].[H-].[H-].[Li+].[Al+3]. (6) Given the product [C:9]([NH:17][C:18]1[S:19][CH2:26][CH:25]2[CH2:24][N:23]([C:28]([O:30][CH2:31][C:32]3[CH:37]=[CH:36][CH:35]=[CH:34][CH:33]=3)=[O:29])[CH2:22][C:21]2([C:38]2[CH:39]=[CH:40][CH:41]=[CH:42][CH:43]=2)[N:20]=1)(=[O:16])[C:10]1[CH:15]=[CH:14][CH:13]=[CH:12][CH:11]=1, predict the reactants needed to synthesize it. The reactants are: ClC(N(C)C)=C(C)C.[C:9]([NH:17][C:18]([NH:20][C:21]1([C:38]2[CH:43]=[CH:42][CH:41]=[CH:40][CH:39]=2)[CH:25]([CH2:26]O)[CH2:24][N:23]([C:28]([O:30][CH2:31][C:32]2[CH:37]=[CH:36][CH:35]=[CH:34][CH:33]=2)=[O:29])[CH2:22]1)=[S:19])(=[O:16])[C:10]1[CH:15]=[CH:14][CH:13]=[CH:12][CH:11]=1.C(=O)([O-])O.[Na+]. (7) Given the product [Cl:14][CH2:13][C:12]1[CH:11]=[C:10]([OH:9])[N:3]2[N:4]=[C:5]([CH3:7])[CH:6]=[C:2]2[N:1]=1, predict the reactants needed to synthesize it. The reactants are: [NH2:1][C:2]1[CH:6]=[C:5]([CH3:7])[NH:4][N:3]=1.C[O:9][C:10](=O)[CH2:11][C:12](=O)[CH2:13][Cl:14]. (8) The reactants are: [N:1]1[CH:6]=[CH:5][C:4]([CH2:7][NH:8][C:9](=[O:16])[NH:10][O:11][CH2:12][C:13]([OH:15])=O)=[CH:3][CH:2]=1.[NH2:17][C@@H:18]([CH2:41][C:42]1[CH:47]=[CH:46][C:45]([O:48][C:49]([CH3:52])([CH3:51])[CH3:50])=[CH:44][CH:43]=1)[C:19]([N:21]([CH2:31][C:32]1[C:33]2[CH:40]=[CH:39][CH:38]=[CH:37][C:34]=2[S:35][CH:36]=1)[C@@H:22]([CH3:30])[CH:23]([O:27][CH2:28][CH3:29])[O:24][CH2:25][CH3:26])=[O:20]. Given the product [S:35]1[CH:36]=[C:32]([CH2:31][N:21]([C@@H:22]([CH3:30])[CH:23]([O:24][CH2:25][CH3:26])[O:27][CH2:28][CH3:29])[C:19](=[O:20])[C@@H:18]([NH:17][C:13](=[O:15])[CH2:12][O:11][NH:10][C:9]([NH:8][CH2:7][C:4]2[CH:3]=[CH:2][N:1]=[CH:6][CH:5]=2)=[O:16])[CH2:41][C:42]2[CH:43]=[CH:44][C:45]([O:48][C:49]([CH3:50])([CH3:52])[CH3:51])=[CH:46][CH:47]=2)[C:33]2[CH:40]=[CH:39][CH:38]=[CH:37][C:34]1=2, predict the reactants needed to synthesize it. (9) Given the product [ClH:44].[ClH:44].[NH:35]1[CH2:36][CH:33]([NH:32][C:4]2[N:3]=[C:2]([CH3:1])[C:7]([CH:8]([CH3:10])[CH3:9])=[C:6]([N:11]3[CH2:17][C:16]4[CH:18]=[C:19]([C:22]5[CH:31]=[CH:30][C:25]6[NH:26][C:27]([CH3:29])=[N:28][C:24]=6[CH:23]=5)[CH:20]=[CH:21][C:15]=4[O:14][CH2:13][CH2:12]3)[N:5]=2)[CH2:34]1, predict the reactants needed to synthesize it. The reactants are: [CH3:1][C:2]1[C:7]([CH:8]([CH3:10])[CH3:9])=[C:6]([N:11]2[CH2:17][C:16]3[CH:18]=[C:19]([C:22]4[CH:31]=[CH:30][C:25]5[NH:26][C:27]([CH3:29])=[N:28][C:24]=5[CH:23]=4)[CH:20]=[CH:21][C:15]=3[O:14][CH2:13][CH2:12]2)[N:5]=[C:4]([NH:32][CH:33]2[CH2:36][N:35](C(OC(C)(C)C)=O)[CH2:34]2)[N:3]=1.[ClH:44].O1CCOCC1.